Dataset: Peptide-MHC class I binding affinity with 185,985 pairs from IEDB/IMGT. Task: Regression. Given a peptide amino acid sequence and an MHC pseudo amino acid sequence, predict their binding affinity value. This is MHC class I binding data. (1) The peptide sequence is LLVGYNDSAA. The MHC is HLA-A02:01 with pseudo-sequence HLA-A02:01. The binding affinity (normalized) is 0.0530. (2) The peptide sequence is MEEPAPAGF. The MHC is HLA-B40:01 with pseudo-sequence HLA-B40:01. The binding affinity (normalized) is 0.274. (3) The peptide sequence is MAMMARDTA. The MHC is HLA-B07:02 with pseudo-sequence HLA-B07:02. The binding affinity (normalized) is 0.0847. (4) The peptide sequence is VSTCFKLMLK. The MHC is HLA-A33:01 with pseudo-sequence HLA-A33:01. The binding affinity (normalized) is 0.201.